From a dataset of Forward reaction prediction with 1.9M reactions from USPTO patents (1976-2016). Predict the product of the given reaction. (1) The product is: [CH3:45][O:44][C:41]1[CH:42]=[CH:43][C:27]([C:25](=[O:26])[C:24]2[CH:23]=[CH:22][C:21]([O:20][CH2:2][C:3]3[N:4]=[C:5]([C:9]4[CH:14]=[CH:13][CH:12]=[C:11]([O:15][S:16]([CH3:19])(=[O:18])=[O:17])[CH:10]=4)[O:6][C:7]=3[CH3:8])=[CH:47][CH:46]=2)=[C:28]([CH:40]=1)[O:29][C:30]([CH3:39])([CH3:38])[C:31]([OH:33])=[O:32]. Given the reactants Cl[CH2:2][C:3]1[N:4]=[C:5]([C:9]2[CH:14]=[CH:13][CH:12]=[C:11]([O:15][S:16]([CH3:19])(=[O:18])=[O:17])[CH:10]=2)[O:6][C:7]=1[CH3:8].[OH:20][C:21]1[CH:47]=[CH:46][C:24]([C:25]([C:27]2[CH:43]=[CH:42][C:41]([O:44][CH3:45])=[CH:40][C:28]=2[O:29][C:30]([CH3:39])([CH3:38])[C:31]([O:33]C(C)(C)C)=[O:32])=[O:26])=[CH:23][CH:22]=1.C(=O)([O-])[O-].[K+].[K+].CN(C)C=O, predict the reaction product. (2) Given the reactants Br[C:2]1[CH:3]=[C:4]([CH:11]([CH2:17][CH:18]([CH3:20])[CH3:19])[C:12]([O:14][CH2:15][CH3:16])=[O:13])[CH:5]=[CH:6][C:7]=1[O:8][CH2:9][CH3:10].[F:21][C:22]([F:33])([F:32])[C:23]1[CH:28]=[CH:27][C:26](B(O)O)=[CH:25][CH:24]=1.C(=O)([O-])[O-].[Cs+].[Cs+], predict the reaction product. The product is: [CH2:9]([O:8][C:7]1[C:2]([C:26]2[CH:27]=[CH:28][C:23]([C:22]([F:33])([F:32])[F:21])=[CH:24][CH:25]=2)=[CH:3][C:4]([CH:11]([CH2:17][CH:18]([CH3:20])[CH3:19])[C:12]([O:14][CH2:15][CH3:16])=[O:13])=[CH:5][CH:6]=1)[CH3:10]. (3) Given the reactants [F:1][C:2]([F:7])([F:6])[C:3](O)=O.FC(F)(F)C1C=CC(N2[C@@H](C3C=CC=C(OC)C=3)C=C(N[C@@H](C3C=CC=CC=3)C)C2=O)=CC=1.COC1C=C([C@@H]2N(C3C=CC(C(F)(F)F)=CC=3)C(=O)C(=O)C2)C=CC=1.CC(N)(C1C=CC=C(C(F)(F)F)N=1)C.[CH3:80][C:81]([NH:93][C:94]1[C:95](=[O:117])[N:96]([C:107]2[CH:112]=[CH:111][C:110]([C:113]([F:116])([F:115])[F:114])=[CH:109][CH:108]=2)[C@@H:97]([C:99]2[CH:104]=[CH:103][CH:102]=[C:101]([O:105][CH3:106])[CH:100]=2)[CH:98]=1)([C:83]1[CH:88]=[CH:87][CH:86]=C(C(F)(F)F)[N:84]=1)[CH3:82].C([BH3-])#N.[Na+], predict the reaction product. The product is: [CH3:82][C:81]([NH:93][C@@H:94]1[CH2:98][C@H:97]([C:99]2[CH:104]=[CH:103][CH:102]=[C:101]([O:105][CH3:106])[CH:100]=2)[N:96]([C:107]2[CH:108]=[CH:109][C:110]([C:113]([F:115])([F:116])[F:114])=[CH:111][CH:112]=2)[C:95]1=[O:117])([C:83]1[CH:88]=[CH:87][CH:86]=[C:3]([C:2]([F:7])([F:6])[F:1])[N:84]=1)[CH3:80]. (4) Given the reactants F[C:2]1[CH:3]=[C:4]([C:9]2[O:13][N:12]=[C:11]([C:14]([N:16]3[CH2:21][C@H:20]([CH2:22][CH:23]([CH3:25])[CH3:24])[NH:19][C:18](=[O:26])[C@@H:17]3[CH2:27][CH:28]([CH3:30])[CH3:29])=[O:15])[CH:10]=2)[CH:5]=[CH:6][C:7]=1F.C([C@@H]1NC[C@H](CC(C)C)NC1=O)C(C)C.[CH3:46][N:47]([CH3:64])[C:48](C1C=CC(C2ON=C(C(O)=O)C=2)=CC=1)=[O:49], predict the reaction product. The product is: [CH2:27]([C@H:17]1[C:18](=[O:26])[NH:19][C@@H:20]([CH2:22][CH:23]([CH3:25])[CH3:24])[CH2:21][N:16]1[C:14]([C:11]1[CH:10]=[C:9]([C:4]2[CH:5]=[CH:6][C:7]([C:48]([N:47]([CH3:64])[CH3:46])=[O:49])=[CH:2][CH:3]=2)[O:13][N:12]=1)=[O:15])[CH:28]([CH3:30])[CH3:29].